Task: Predict the product of the given reaction.. Dataset: Forward reaction prediction with 1.9M reactions from USPTO patents (1976-2016) (1) Given the reactants [OH:1][C:2]1[CH:7]=[C:6]([OH:8])[CH:5]=[CH:4][N:3]=1.[N+:9]([O-])([OH:11])=[O:10], predict the reaction product. The product is: [OH:1][C:2]1[C:7]([N+:9]([O-:11])=[O:10])=[C:6]([OH:8])[CH:5]=[CH:4][N:3]=1. (2) Given the reactants Br[CH2:2][C:3]1[CH:8]=[CH:7][CH:6]=[CH:5][C:4]=1[O:9][C:10]([F:13])([F:12])[F:11].[O:14]1[C:18]2([CH2:23][CH2:22][CH:21]([C:24]3[N:29]=[CH:28][C:27]([C:30]4[CH:34]=[C:33]([OH:35])[NH:32][N:31]=4)=[CH:26][CH:25]=3)[CH2:20][CH2:19]2)[O:17][CH2:16][CH2:15]1.C(=O)([O-])[O-].[K+].[K+], predict the reaction product. The product is: [O:14]1[C:18]2([CH2:19][CH2:20][CH:21]([C:24]3[CH:25]=[CH:26][C:27]([C:30]4[CH:34]=[C:33]([O:35][CH2:2][C:3]5[CH:8]=[CH:7][CH:6]=[CH:5][C:4]=5[O:9][C:10]([F:13])([F:12])[F:11])[NH:32][N:31]=4)=[CH:28][N:29]=3)[CH2:22][CH2:23]2)[O:17][CH2:16][CH2:15]1.